From a dataset of Full USPTO retrosynthesis dataset with 1.9M reactions from patents (1976-2016). Predict the reactants needed to synthesize the given product. (1) Given the product [O:27]=[C:26]([C:10]1[O:11][C:7]([C:2]2[CH:3]=[CH:4][CH:5]=[CH:6][N:1]=2)=[CH:8][N:9]=1)[CH2:25][CH2:24][CH2:23][CH2:22][CH2:21][CH2:20][C:17]1[CH:16]=[CH:15][C:14]([S:13][CH3:12])=[CH:19][CH:18]=1, predict the reactants needed to synthesize it. The reactants are: [N:1]1[CH:6]=[CH:5][CH:4]=[CH:3][C:2]=1[C:7]1[O:11][CH:10]=[N:9][CH:8]=1.[CH3:12][S:13][C:14]1[CH:19]=[CH:18][C:17]([CH2:20][CH2:21][CH2:22][CH2:23][CH2:24][CH2:25][C:26](O)=[O:27])=[CH:16][CH:15]=1. (2) Given the product [CH2:26]([N:28]1[CH2:33][CH2:32][N:31]([S:34]([C:4]2[CH:3]=[CH:2][C:1]([C:7]3[CH:8]=[C:9]4[N:15]=[C:14]([CH2:16][CH2:17][CH:18]5[N:24]=[C:23]([NH2:25])[CH2:22][CH2:21][CH2:20][CH2:19]5)[NH:13][C:10]4=[N:11][CH:12]=3)=[CH:6][CH:5]=2)(=[O:35])=[O:36])[CH2:30][CH2:29]1)[CH3:27], predict the reactants needed to synthesize it. The reactants are: [C:1]1([C:7]2[CH:8]=[C:9]3[N:15]=[C:14]([CH2:16][CH2:17][CH:18]4[N:24]=[C:23]([NH2:25])[CH2:22][CH2:21][CH2:20][CH2:19]4)[NH:13][C:10]3=[N:11][CH:12]=2)[CH:6]=[CH:5][CH:4]=[CH:3][CH:2]=1.[CH2:26]([N:28]1[CH2:33][CH2:32][N:31]([S:34](C2C=CC(C3C=C4N=C(CCC5NC(=S)CCCC5)NC4=NC=3)=CC=2)(=[O:36])=[O:35])[CH2:30][CH2:29]1)[CH3:27].N. (3) Given the product [CH:2]1([CH3:1])[CH2:3][CH2:4][CH:5]([CH:9]([CH3:11])[CH3:10])[CH:6]([O:8][S:20]([C:23]2[CH:29]=[CH:28][C:26]([CH3:27])=[CH:25][CH:24]=2)(=[O:22])=[O:21])[CH2:7]1, predict the reactants needed to synthesize it. The reactants are: [CH3:1][CH:2]1[CH2:7][CH:6]([OH:8])[CH:5]([CH:9]([CH3:11])[CH3:10])[CH2:4][CH2:3]1.N12CCN(CC1)CC2.[S:20](Cl)([C:23]1[CH:29]=[CH:28][C:26]([CH3:27])=[CH:25][CH:24]=1)(=[O:22])=[O:21].